From a dataset of NCI-60 drug combinations with 297,098 pairs across 59 cell lines. Regression. Given two drug SMILES strings and cell line genomic features, predict the synergy score measuring deviation from expected non-interaction effect. Drug 1: CC12CCC(CC1=CCC3C2CCC4(C3CC=C4C5=CN=CC=C5)C)O. Drug 2: CCCCC(=O)OCC(=O)C1(CC(C2=C(C1)C(=C3C(=C2O)C(=O)C4=C(C3=O)C=CC=C4OC)O)OC5CC(C(C(O5)C)O)NC(=O)C(F)(F)F)O. Cell line: HOP-92. Synergy scores: CSS=4.66, Synergy_ZIP=-2.64, Synergy_Bliss=-3.11, Synergy_Loewe=-1.97, Synergy_HSA=-2.12.